This data is from Forward reaction prediction with 1.9M reactions from USPTO patents (1976-2016). The task is: Predict the product of the given reaction. (1) Given the reactants [Si:1]([O:18][CH2:19][C:20]1[CH:21]=[C:22]([CH:39]=[C:40]([Cl:42])[CH:41]=1)[CH2:23][N:24]1[C:32]2[C:27](=[N:28][C:29](Cl)=[CH:30][CH:31]=2)[CH:26]=[C:25]1[C:34]1[O:35][CH:36]=[N:37][N:38]=1)([C:14]([CH3:17])([CH3:16])[CH3:15])([C:8]1[CH:13]=[CH:12][CH:11]=[CH:10][CH:9]=1)[C:2]1[CH:7]=[CH:6][CH:5]=[CH:4][CH:3]=1.[NH:43]([C:52]([O:54][C:55]([CH3:58])([CH3:57])[CH3:56])=[O:53])[NH:44][C:45]([O:47][C:48]([CH3:51])([CH3:50])[CH3:49])=[O:46].C([O-])([O-])=O.[Cs+].[Cs+], predict the reaction product. The product is: [Si:1]([O:18][CH2:19][C:20]1[CH:21]=[C:22]([CH:39]=[C:40]([Cl:42])[CH:41]=1)[CH2:23][N:24]1[C:32]2[C:27](=[N:28][C:29]([N:43]([C:52]([O:54][C:55]([CH3:58])([CH3:57])[CH3:56])=[O:53])[NH:44][C:45]([O:47][C:48]([CH3:49])([CH3:50])[CH3:51])=[O:46])=[CH:30][CH:31]=2)[CH:26]=[C:25]1[C:34]1[O:35][CH:36]=[N:37][N:38]=1)([C:14]([CH3:15])([CH3:16])[CH3:17])([C:2]1[CH:3]=[CH:4][CH:5]=[CH:6][CH:7]=1)[C:8]1[CH:13]=[CH:12][CH:11]=[CH:10][CH:9]=1. (2) Given the reactants [C:1]([O:5][C:6](=[O:15])[CH2:7]/[N:8]=[CH:9]/[CH2:10][C:11]([CH3:14])([CH3:13])[CH3:12])([CH3:4])([CH3:3])[CH3:2].[Cl:16][C:17]1[C:18]([F:36])=[C:19](/[CH:23]=[C:24](/[C:27]2[CH:32]=[CH:31][C:30]([Cl:33])=[CH:29][C:28]=2[O:34][CH3:35])\[C:25]#[N:26])[CH:20]=[CH:21][CH:22]=1.C(N(CC)CC)C, predict the reaction product. The product is: [C:1]([O:5][C:6]([CH:7]1[CH:23]([C:19]2[CH:20]=[CH:21][CH:22]=[C:17]([Cl:16])[C:18]=2[F:36])[C:24]([C:27]2[CH:32]=[CH:31][C:30]([Cl:33])=[CH:29][C:28]=2[O:34][CH3:35])([C:25]#[N:26])[CH:9]([CH2:10][C:11]([CH3:14])([CH3:13])[CH3:12])[NH:8]1)=[O:15])([CH3:4])([CH3:3])[CH3:2]. (3) Given the reactants [C:1]1([C:7]2[O:8][C:9]([C:15]([F:18])([F:17])[F:16])=[C:10]([C:12]([OH:14])=O)[N:11]=2)[CH:6]=[CH:5][CH:4]=[CH:3][CH:2]=1.[CH3:19][O:20][CH2:21][CH2:22][O:23][CH2:24][CH2:25][N:26]1[C:34]2[C:29](=[CH:30][C:31]([N+:35]([O-])=O)=[CH:32][CH:33]=2)[C:28](=[O:38])[NH:27]1.C(N1C2C(=CC(NC(C3C(C)=NN(C4C=CC=CC=4)N=3)=O)=CC=2)C(=O)N1)C, predict the reaction product. The product is: [CH3:19][O:20][CH2:21][CH2:22][O:23][CH2:24][CH2:25][N:26]1[C:34]2[C:29](=[CH:30][C:31]([NH:35][C:12]([C:10]3[N:11]=[C:7]([C:1]4[CH:2]=[CH:3][CH:4]=[CH:5][CH:6]=4)[O:8][C:9]=3[C:15]([F:18])([F:17])[F:16])=[O:14])=[CH:32][CH:33]=2)[C:28](=[O:38])[NH:27]1.